Dataset: NCI-60 drug combinations with 297,098 pairs across 59 cell lines. Task: Regression. Given two drug SMILES strings and cell line genomic features, predict the synergy score measuring deviation from expected non-interaction effect. (1) Drug 1: CCN(CC)CCCC(C)NC1=C2C=C(C=CC2=NC3=C1C=CC(=C3)Cl)OC. Drug 2: CC1C(C(CC(O1)OC2CC(CC3=C2C(=C4C(=C3O)C(=O)C5=C(C4=O)C(=CC=C5)OC)O)(C(=O)CO)O)N)O.Cl. Cell line: MDA-MB-435. Synergy scores: CSS=40.1, Synergy_ZIP=-5.05, Synergy_Bliss=-6.85, Synergy_Loewe=-15.1, Synergy_HSA=-5.13. (2) Synergy scores: CSS=-3.41, Synergy_ZIP=7.05, Synergy_Bliss=11.5, Synergy_Loewe=4.02, Synergy_HSA=3.99. Drug 1: CN(C)N=NC1=C(NC=N1)C(=O)N. Cell line: MDA-MB-231. Drug 2: CN(CC1=CN=C2C(=N1)C(=NC(=N2)N)N)C3=CC=C(C=C3)C(=O)NC(CCC(=O)O)C(=O)O.